Dataset: Peptide-MHC class I binding affinity with 185,985 pairs from IEDB/IMGT. Task: Regression. Given a peptide amino acid sequence and an MHC pseudo amino acid sequence, predict their binding affinity value. This is MHC class I binding data. (1) The peptide sequence is KPKALSEAF. The MHC is HLA-B07:02 with pseudo-sequence HLA-B07:02. The binding affinity (normalized) is 0.599. (2) The peptide sequence is FHKRDMRLL. The MHC is HLA-A80:01 with pseudo-sequence HLA-A80:01. The binding affinity (normalized) is 0.0847. (3) The MHC is HLA-A68:02 with pseudo-sequence HLA-A68:02. The binding affinity (normalized) is 0.0847. The peptide sequence is APDGFYPFK.